From a dataset of Peptide-MHC class II binding affinity with 134,281 pairs from IEDB. Regression. Given a peptide amino acid sequence and an MHC pseudo amino acid sequence, predict their binding affinity value. This is MHC class II binding data. (1) The peptide sequence is IYHKCDNACIGSIRN. The MHC is DRB1_1101 with pseudo-sequence DRB1_1101. The binding affinity (normalized) is 0.236. (2) The peptide sequence is KTDCTKEVEEAWASA. The MHC is HLA-DPA10103-DPB10401 with pseudo-sequence HLA-DPA10103-DPB10401. The binding affinity (normalized) is 0. (3) The peptide sequence is FLAVALVAGPAGSYA. The MHC is DRB1_1501 with pseudo-sequence DRB1_1501. The binding affinity (normalized) is 0.177. (4) The binding affinity (normalized) is 0.300. The MHC is HLA-DQA10103-DQB10603 with pseudo-sequence HLA-DQA10103-DQB10603. The peptide sequence is VQTAVDFGNSYIAEM. (5) The peptide sequence is RKHIEWNCDVCRHGD. The binding affinity (normalized) is 0.476. The MHC is DRB1_1302 with pseudo-sequence DRB1_1302. (6) The binding affinity (normalized) is 0.957. The peptide sequence is VAFLRFLTIPPTAGI. The MHC is DRB1_0401 with pseudo-sequence DRB1_0401. (7) The peptide sequence is SGILQLFVFLVLAGR. The MHC is DRB5_0101 with pseudo-sequence DRB5_0101. The binding affinity (normalized) is 0.433. (8) The peptide sequence is NKGILVTVNPIASTN. The MHC is H-2-IEd with pseudo-sequence QEFFIASGAAVDAVMEVSFEFYDIDASTYHISFL. The binding affinity (normalized) is 0.